From a dataset of CYP2C19 inhibition data for predicting drug metabolism from PubChem BioAssay. Regression/Classification. Given a drug SMILES string, predict its absorption, distribution, metabolism, or excretion properties. Task type varies by dataset: regression for continuous measurements (e.g., permeability, clearance, half-life) or binary classification for categorical outcomes (e.g., BBB penetration, CYP inhibition). Dataset: cyp2c19_veith. The compound is CC(C)[C@@H]1[C@H]2CC[C@H](C2)[C@H]1N. The result is 0 (non-inhibitor).